Dataset: Peptide-MHC class I binding affinity with 185,985 pairs from IEDB/IMGT. Task: Regression. Given a peptide amino acid sequence and an MHC pseudo amino acid sequence, predict their binding affinity value. This is MHC class I binding data. (1) The peptide sequence is CPGYRWMCL. The MHC is HLA-B07:02 with pseudo-sequence HLA-B07:02. The binding affinity (normalized) is 0.380. (2) The peptide sequence is FTWQHNYYL. The MHC is HLA-C12:03 with pseudo-sequence HLA-C12:03. The binding affinity (normalized) is 0.463.